Dataset: Full USPTO retrosynthesis dataset with 1.9M reactions from patents (1976-2016). Task: Predict the reactants needed to synthesize the given product. (1) The reactants are: [OH:1][C:2]1[CH:38]=[CH:37][C:5]([C:6]([N:8]([CH:34]([CH3:36])[CH3:35])[C:9]2[CH:14]=[C:13]([O:15][CH3:16])[CH:12]=[CH:11][C:10]=2[CH:17]2[CH2:26][CH2:25][C:24]3[CH:23]=[C:22]([O:27]C(=O)C(C)(C)C)[CH:21]=[CH:20][C:19]=3[CH2:18]2)=O)=[CH:4][CH:3]=1.Cl[CH2:40][CH2:41][N:42]1[CH2:48][CH2:47][CH2:46][CH2:45][CH2:44][CH2:43]1. Given the product [N:42]1([CH2:41][CH2:40][O:1][C:2]2[CH:3]=[CH:4][C:5]([CH2:6][N:8]([CH:34]([CH3:36])[CH3:35])[C:9]3[CH:14]=[C:13]([O:15][CH3:16])[CH:12]=[CH:11][C:10]=3[CH:17]3[CH2:26][CH2:25][C:24]4[CH:23]=[C:22]([OH:27])[CH:21]=[CH:20][C:19]=4[CH2:18]3)=[CH:37][CH:38]=2)[CH2:48][CH2:47][CH2:46][CH2:45][CH2:44][CH2:43]1, predict the reactants needed to synthesize it. (2) The reactants are: N(C(OC(C)C)=O)=NC(OC(C)C)=O.[CH2:15]([O:22][C:23]([N:25]1[CH2:30][CH2:29][N:28]([C:31]2[CH:36]=[CH:35][CH:34]=[CH:33][C:32]=2[OH:37])[CH2:27][CH2:26]1)=[O:24])[C:16]1[CH:21]=[CH:20][CH:19]=[CH:18][CH:17]=1.[C:38]([O:42][C:43]([N:45]1[CH2:50][CH2:49][CH:48](O)[CH2:47][CH2:46]1)=[O:44])([CH3:41])([CH3:40])[CH3:39].C1(P(C2C=CC=CC=2)C2C=CC=CC=2)C=CC=CC=1. Given the product [CH2:15]([O:22][C:23]([N:25]1[CH2:30][CH2:29][N:28]([C:31]2[CH:36]=[CH:35][CH:34]=[CH:33][C:32]=2[O:37][CH:48]2[CH2:49][CH2:50][N:45]([C:43]([O:42][C:38]([CH3:41])([CH3:40])[CH3:39])=[O:44])[CH2:46][CH2:47]2)[CH2:27][CH2:26]1)=[O:24])[C:16]1[CH:17]=[CH:18][CH:19]=[CH:20][CH:21]=1, predict the reactants needed to synthesize it. (3) Given the product [Br:1][C:2]1[CH:7]=[CH:6][CH:5]=[CH:4][C:3]=1[O:8][CH:10]([CH3:12])[CH3:11], predict the reactants needed to synthesize it. The reactants are: [Br:1][C:2]1[CH:7]=[CH:6][CH:5]=[CH:4][C:3]=1[OH:8].Br[CH:10]([CH3:12])[CH3:11]. (4) Given the product [O:12]1[CH2:13][CH2:14][C:15]([C:16]2[C:24]3[S:23][C:22]([NH:25][C:26](=[O:34])[NH:27][CH2:32][CH3:33])=[N:21][C:20]=3[CH:19]=[C:18]([C:35]3[CH:40]=[N:39][C:38]([N:41]4[CH2:42][CH2:43][C:44]([CH2:52][CH3:53])([C:47]([OH:49])=[O:48])[CH2:45][CH2:46]4)=[N:37][CH:36]=3)[CH:17]=2)=[N:3]1, predict the reactants needed to synthesize it. The reactants are: O=C1C2C(=CC=CC=2)C(=O)[N:3]1[O:12][CH2:13][C:14]#[C:15][C:16]1[C:24]2[S:23][C:22]([N:25]3CN(C)C[N:27]([CH2:32][CH3:33])[C:26]3=[O:34])=[N:21][C:20]=2[CH:19]=[C:18]([C:35]2[CH:36]=[N:37][C:38]([N:41]3[CH2:46][CH2:45][C:44]([CH2:52][CH3:53])([C:47]([O:49]CC)=[O:48])[CH2:43][CH2:42]3)=[N:39][CH:40]=2)[CH:17]=1.[OH-].[Na+].C(Cl)Cl. (5) Given the product [Cl:23][C:22]1[C:17]2[N:18]([CH:8]=[CH:9][N:16]=2)[CH:19]=[CH:20][N:21]=1, predict the reactants needed to synthesize it. The reactants are: C(OC(O[CH2:8][CH3:9])CBr)C.Br.C([O-])(O)=O.[Na+].[NH2:16][C:17]1[C:22]([Cl:23])=[N:21][CH:20]=[CH:19][N:18]=1. (6) Given the product [N:30]1[C:31]2[C:36](=[CH:35][CH:34]=[CH:33][CH:32]=2)[C:27]([CH2:26][NH:25][C:24]2[CH:23]=[CH:22][S:21][C:20]=2[C:18]([NH:17][C:12]2[CH:13]=[CH:14][C:15]([CH3:16])=[C:10]([NH:9][C:4]3[C:5](=[O:8])[C:6](=[O:7])[C:3]=3[NH:41][CH2:40][CH2:39][O:38][CH3:37])[CH:11]=2)=[O:19])=[CH:28][CH:29]=1, predict the reactants needed to synthesize it. The reactants are: CO[C:3]1[C:6](=[O:7])[C:5](=[O:8])[C:4]=1[NH:9][C:10]1[CH:11]=[C:12]([NH:17][C:18]([C:20]2[S:21][CH:22]=[CH:23][C:24]=2[NH:25][CH2:26][C:27]2[C:36]3[C:31](=[CH:32][CH:33]=[CH:34][CH:35]=3)[N:30]=[CH:29][CH:28]=2)=[O:19])[CH:13]=[CH:14][C:15]=1[CH3:16].[CH3:37][O:38][CH2:39][CH2:40][NH2:41]. (7) Given the product [Cl:1][C:2]1[CH:7]=[CH:6][C:5]([CH2:8][CH:9]2[CH2:13][CH2:12][NH:11][C:10]2=[N:17][C:16]#[N:15])=[CH:4][N:3]=1, predict the reactants needed to synthesize it. The reactants are: [Cl:1][C:2]1[CH:7]=[CH:6][C:5]([CH2:8][CH:9]2[CH:13]=[CH:12][N-:11][C:10]2=S)=[CH:4][N:3]=1.[N:15]#[C:16][NH2:17].